From a dataset of Catalyst prediction with 721,799 reactions and 888 catalyst types from USPTO. Predict which catalyst facilitates the given reaction. Reactant: [H-].[Na+].[CH3:3][O:4][CH2:5][CH2:6][NH:7][C:8]([C:10]1[CH:11]=[C:12]2[C:16](=[CH:17][CH:18]=1)[NH:15][C:14](=[O:19])[CH2:13]2)=[O:9].[Cl:20][C:21]1[N+:26]([O-])=[CH:25][C:24]([CH2:28][N:29]2[CH2:34][CH2:33][O:32][CH2:31][CH2:30]2)=[CH:23][CH:22]=1.P(Cl)(Cl)Cl. Product: [ClH:20].[OH:19][C:14]1[NH:15][C:16]2[C:12]([C:13]=1[C:21]1[CH:22]=[CH:23][C:24]([CH2:28][N:29]3[CH2:34][CH2:33][O:32][CH2:31][CH2:30]3)=[CH:25][N:26]=1)=[CH:11][C:10]([C:8]([NH:7][CH2:6][CH2:5][O:4][CH3:3])=[O:9])=[CH:18][CH:17]=2. The catalyst class is: 9.